Dataset: Cav3 T-type calcium channel HTS with 100,875 compounds. Task: Binary Classification. Given a drug SMILES string, predict its activity (active/inactive) in a high-throughput screening assay against a specified biological target. The molecule is S=C1NC2(NN1CC(OCC)=O)CC(CCC2)C. The result is 0 (inactive).